From a dataset of Forward reaction prediction with 1.9M reactions from USPTO patents (1976-2016). Predict the product of the given reaction. (1) Given the reactants [Cl:1][C:2]1[CH:28]=[CH:27][C:5]2[N:6]3[C:10]([CH2:11][NH:12][CH2:13][C:4]=2[CH:3]=1)=[N:9][N:8]=[C:7]3[C@H:14]1[CH2:19][CH2:18][C@H:17]([C:20]2[C:25]([F:26])=[CH:24][CH:23]=[CH:22][N:21]=2)[CH2:16][CH2:15]1.[C:29](=O)([O-:31])[O-:30].[Cs+].[Cs+].Cl.[CH3:36][NH:37][CH2:38][CH2:39]Cl, predict the reaction product. The product is: [Cl:1][C:2]1[CH:28]=[CH:27][C:5]2[N:6]3[C:10]([CH2:11][N:12]([CH2:39][CH2:38][NH:37][CH3:36])[CH2:13][C:4]=2[CH:3]=1)=[N:9][N:8]=[C:7]3[C@H:14]1[CH2:19][CH2:18][C@H:17]([C:20]2[C:25]([F:26])=[CH:24][CH:23]=[CH:22][N:21]=2)[CH2:16][CH2:15]1.[CH:29]([O-:31])=[O:30]. (2) Given the reactants [CH2:1]([O:3][C:4]1[CH:5]=[CH:6][C:7](OS(C(F)(F)F)(=O)=O)=[C:8]([CH:13]=1)[C:9]([O:11]C)=[O:10])[CH3:2].[Cl-].[Li+].C(=O)([O-])[O-].[Na+].[Na+].[F:30][C:31]([F:42])([F:41])[C:32]1[CH:37]=[CH:36][C:35](B(O)O)=[CH:34][CH:33]=1.C, predict the reaction product. The product is: [CH2:1]([O:3][C:4]1[CH:13]=[C:8]([C:9]([OH:11])=[O:10])[C:7]([C:35]2[CH:36]=[CH:37][C:32]([C:31]([F:42])([F:41])[F:30])=[CH:33][CH:34]=2)=[CH:6][CH:5]=1)[CH3:2]. (3) The product is: [C@@H:6]1([N:19]2[C:23]3[CH:24]=[C:25]([Cl:29])[C:26]([Cl:28])=[CH:27][C:22]=3[N:21]=[C:20]2[Cl:30])[O:7][CH2:8][C@H:9]([OH:15])[C@@H:10]([OH:11])[C@H:5]1[OH:4]. Given the reactants C([O:4][C@@H:5]1[C@H:10]([O:11]C(=O)C)[C@@H:9]([O:15]C(=O)C)[CH2:8][O:7][C@H:6]1[N:19]1[C:23]2[CH:24]=[C:25]([Cl:29])[C:26]([Cl:28])=[CH:27][C:22]=2[N:21]=[C:20]1[Cl:30])(=O)C.C(=O)([O-])[O-].[Na+].[Na+].C(O)(=O)C, predict the reaction product. (4) Given the reactants Cl[C:2]1[C:7]([N+:8]([O-:10])=[O:9])=[CH:6][CH:5]=[C:4]([Cl:11])[N:3]=1.CCN(C(C)C)C(C)C.[CH:21]([O:24][C:25]1[NH:29][N:28]=[C:27]([NH2:30])[CH:26]=1)([CH3:23])[CH3:22], predict the reaction product. The product is: [Cl:11][C:4]1[N:3]=[C:2]([NH:30][C:27]2[CH:26]=[C:25]([O:24][CH:21]([CH3:23])[CH3:22])[NH:29][N:28]=2)[C:7]([N+:8]([O-:10])=[O:9])=[CH:6][CH:5]=1. (5) Given the reactants [F:1][C:2]1[CH:7]=[CH:6][C:5]([N:8]2[C:12]([CH2:13][CH:14]([CH3:16])[CH3:15])=[CH:11][C:10]([C:17](OCC)=[O:18])=[N:9]2)=[CH:4][CH:3]=1.[H-].C([Al+]CC(C)C)C(C)C.CO.Cl, predict the reaction product. The product is: [F:1][C:2]1[CH:3]=[CH:4][C:5]([N:8]2[C:12]([CH2:13][CH:14]([CH3:15])[CH3:16])=[CH:11][C:10]([CH:17]=[O:18])=[N:9]2)=[CH:6][CH:7]=1.